From a dataset of Catalyst prediction with 721,799 reactions and 888 catalyst types from USPTO. Predict which catalyst facilitates the given reaction. Reactant: [NH2:1][C:2]1[C:11]([NH2:12])=[CH:10][CH:9]=[CH:8][C:3]=1[C:4]([O:6][CH3:7])=[O:5].C(N(CC)C(C)C)(C)C.[CH3:22][O:23][CH2:24][C:25](Cl)=[O:26].C(=O)(O)[O-].[Na+]. Product: [NH2:1][C:2]1[C:11]([NH:12][C:25](=[O:26])[CH2:24][O:23][CH3:22])=[CH:10][CH:9]=[CH:8][C:3]=1[C:4]([O:6][CH3:7])=[O:5]. The catalyst class is: 1.